The task is: Regression. Given a peptide amino acid sequence and an MHC pseudo amino acid sequence, predict their binding affinity value. This is MHC class II binding data.. This data is from Peptide-MHC class II binding affinity with 134,281 pairs from IEDB. The peptide sequence is FLIYITELLKKLQST. The MHC is DRB1_1101 with pseudo-sequence DRB1_1101. The binding affinity (normalized) is 0.523.